This data is from Full USPTO retrosynthesis dataset with 1.9M reactions from patents (1976-2016). The task is: Predict the reactants needed to synthesize the given product. (1) Given the product [OH:72][C:71]1[C:66]([NH:65][C:4]([C:6]2[C:7]3[CH2:8][C@H:9]4[CH2:22][C@H:10]4[C:11]=3[N:12]([C:14]3[CH:19]=[CH:18][C:17]([F:20])=[CH:16][C:15]=3[F:21])[N:13]=2)=[O:5])=[N:67][CH:68]=[CH:69][CH:70]=1, predict the reactants needed to synthesize it. The reactants are: C(O[C:4]([C:6]1[C:7]2[CH2:8][C@H:9]3[CH2:22][C@H:10]3[C:11]=2[N:12]([C:14]2[CH:19]=[CH:18][C:17]([F:20])=[CH:16][C:15]=2[F:21])[N:13]=1)=[O:5])C.C1CN([P+](ON2N=NC3C=CC=CC2=3)(N2CCCC2)N2CCCC2)CC1.F[P-](F)(F)(F)(F)F.C(N(C(C)C)C(C)C)C.[NH2:65][C:66]1[C:71]([OH:72])=[CH:70][CH:69]=[CH:68][N:67]=1. (2) Given the product [CH:28]1([CH2:34][C@H:35]([N:39]2[CH2:47][C:46]3[C:41](=[CH:42][CH:43]=[CH:44][C:45]=3[Cl:48])[C:40]2=[O:49])[C:36]([NH:50][C:51]2[S:52][CH:53]=[CH:54][N:55]=2)=[O:38])[CH2:33][CH2:32][CH2:31][CH2:30][CH2:29]1, predict the reactants needed to synthesize it. The reactants are: F[P-](F)(F)(F)(F)F.N1(O[P+](N(C)C)(N(C)C)N(C)C)C2C=CC=CC=2N=N1.[CH:28]1([CH2:34][C@H:35]([N:39]2[CH2:47][C:46]3[C:41](=[CH:42][CH:43]=[CH:44][C:45]=3[Cl:48])[C:40]2=[O:49])[C:36]([OH:38])=O)[CH2:33][CH2:32][CH2:31][CH2:30][CH2:29]1.[NH2:50][C:51]1[S:52][CH:53]=[CH:54][N:55]=1.C1(C[C@H](N2CC3C(=CC=CC=3)C2=O)C(NC2SC=CN=2)=O)CCCCC1. (3) The reactants are: [N:1]1[C:10]2[C:5](=[CH:6][CH:7]=[CH:8][CH:9]=2)[CH:4]=[CH:3][C:2]=1[CH2:11][S:12]([C:14]1[CH:30]=[CH:29][C:17]([O:18][CH2:19][C:20]2[CH:28]=[CH:27][C:23]([C:24]([OH:26])=[O:25])=[CH:22][CH:21]=2)=[CH:16][CH:15]=1)=[O:13].C(O)(=[O:33])C.OO. Given the product [N:1]1[C:10]2[C:5](=[CH:6][CH:7]=[CH:8][CH:9]=2)[CH:4]=[CH:3][C:2]=1[CH2:11][S:12]([C:14]1[CH:30]=[CH:29][C:17]([O:18][CH2:19][C:20]2[CH:21]=[CH:22][C:23]([C:24]([OH:26])=[O:25])=[CH:27][CH:28]=2)=[CH:16][CH:15]=1)(=[O:33])=[O:13], predict the reactants needed to synthesize it. (4) Given the product [F:15][C:16]1[CH:21]=[CH:20][CH:19]=[CH:18][C:17]=1[C:2]1[C:3]([C:4]([O:6][CH3:7])=[O:5])=[CH:8][CH:9]=[C:10]([N+:12]([O-:14])=[O:13])[CH:11]=1, predict the reactants needed to synthesize it. The reactants are: Br[C:2]1[CH:11]=[C:10]([N+:12]([O-:14])=[O:13])[CH:9]=[CH:8][C:3]=1[C:4]([O:6][CH3:7])=[O:5].[F:15][C:16]1[CH:21]=[CH:20][CH:19]=[CH:18][C:17]=1B(O)O.C(=O)([O-])[O-].[K+].[K+].COCCOC. (5) Given the product [CH3:24][O:10][C:9](=[O:11])[CH:8]([NH:20][CH3:19])[NH:7][C:5](=[O:6])[C:4]1[CH:12]=[CH:13][CH:14]=[CH:15][C:3]=1[C:2]([F:16])([F:17])[F:1], predict the reactants needed to synthesize it. The reactants are: [F:1][C:2]([F:17])([F:16])[C:3]1[CH:15]=[CH:14][CH:13]=[CH:12][C:4]=1[C:5]([NH:7][CH2:8][C:9]([OH:11])=[O:10])=[O:6].Cl.[CH3:19][NH:20]OC.Cl.[CH3:24]N(C)CCCN=C=NCC.C(N(CC)CC)C. (6) Given the product [CH:39]([OH:41])=[O:40].[F:38][C:33]1[CH:34]=[CH:35][CH:36]=[CH:37][C:32]=1[C:22]1[O:21][C:17]2[N:18]=[CH:19][N:20]=[C:15]([O:14][C@@H:10]3[CH2:11][CH2:12][CH2:13][NH:8][CH2:9]3)[C:16]=2[C:23]=1[C:24]1[CH:25]=[CH:26][C:27]([O:30][CH3:31])=[CH:28][CH:29]=1, predict the reactants needed to synthesize it. The reactants are: C([N:8]1[CH2:13][CH2:12][CH2:11][C@@H:10]([O:14][C:15]2[C:16]3[C:23]([C:24]4[CH:29]=[CH:28][C:27]([O:30][CH3:31])=[CH:26][CH:25]=4)=[C:22]([C:32]4[CH:37]=[CH:36][CH:35]=[CH:34][C:33]=4[F:38])[O:21][C:17]=3[N:18]=[CH:19][N:20]=2)[CH2:9]1)C1C=CC=CC=1.[CH:39]([OH:41])=[O:40].